From a dataset of Full USPTO retrosynthesis dataset with 1.9M reactions from patents (1976-2016). Predict the reactants needed to synthesize the given product. (1) Given the product [O:23]=[S:16]1(=[O:24])[CH2:21][CH2:20][CH:19]([NH:2][C@@H:3]2[CH2:5][C@H:4]2[C:6]2[CH:15]=[CH:14][C:9]([C:10]([O:12][CH3:13])=[O:11])=[CH:8][CH:7]=2)[CH2:18][CH2:17]1, predict the reactants needed to synthesize it. The reactants are: Cl.[NH2:2][C@@H:3]1[CH2:5][C@H:4]1[C:6]1[CH:15]=[CH:14][C:9]([C:10]([O:12][CH3:13])=[O:11])=[CH:8][CH:7]=1.[S:16]1(=[O:24])(=[O:23])[CH2:21][CH2:20][C:19](=O)[CH2:18][CH2:17]1.C(=O)([O-])O.[Na+]. (2) Given the product [Cl:30][C:23]1[CH:24]=[N+:25]([O-:29])[CH:26]=[C:27]([Cl:28])[C:22]=1[CH2:21][C@H:20]([O:19][C:17](=[O:18])[C:16]1[CH:41]=[CH:42][C:13]([NH:8][S:9]([CH3:12])(=[O:11])=[O:10])=[C:14]([O:43][CH2:44][CH:45]2[CH2:47][CH2:46]2)[CH:15]=1)[C:31]1[CH:36]=[CH:35][C:34]([O:37][CH3:38])=[C:33]([O:39][CH3:40])[CH:32]=1, predict the reactants needed to synthesize it. The reactants are: C(OC([N:8]([C:13]1[CH:42]=[CH:41][C:16]([C:17]([O:19][C@H:20]([C:31]2[CH:36]=[CH:35][C:34]([O:37][CH3:38])=[C:33]([O:39][CH3:40])[CH:32]=2)[CH2:21][C:22]2[C:27]([Cl:28])=[CH:26][N+:25]([O-:29])=[CH:24][C:23]=2[Cl:30])=[O:18])=[CH:15][C:14]=1[O:43][CH2:44][CH:45]1[CH2:47][CH2:46]1)[S:9]([CH3:12])(=[O:11])=[O:10])=O)(C)(C)C.O. (3) Given the product [CH2:28]([O:27][C:25]([C:22]1([C:19]2[CH:18]=[CH:17][C:16]([C:13]3[CH:14]=[CH:15][C:10]([C:5]4[S:6][C:7]([Cl:9])=[CH:8][C:4]=4[C:1](=[O:3])[NH2:2])=[CH:11][C:12]=3[NH:42][C:45]([O:68][C:64]([CH3:67])([CH3:66])[CH3:65])=[O:54])=[CH:21][CH:20]=2)[CH2:24][CH2:23]1)=[O:26])[CH3:29], predict the reactants needed to synthesize it. The reactants are: [C:1]([C:4]1[CH:8]=[C:7]([Cl:9])[S:6][C:5]=1[C:10]1[CH:11]=[C:12](C(O)=O)[C:13]([C:16]2[CH:21]=[CH:20][C:19]([C:22]3([C:25]([O:27][CH2:28][CH3:29])=[O:26])[CH2:24][CH2:23]3)=[CH:18][CH:17]=2)=[CH:14][CH:15]=1)(=[O:3])[NH2:2].C1(C)C=CC=CC=1.C([N:42]([CH2:45]C)CC)C.C1(P(N=[N+]=[N-])(C2C=CC=CC=2)=[O:54])C=CC=CC=1.[C:64]([OH:68])([CH3:67])([CH3:66])[CH3:65]. (4) Given the product [NH2:7][C@@H:8]1[CH2:13][CH2:12][CH2:11][N:10]([C:14]([C:16]2[CH:36]=[CH:35][C:19]3[N:20]([CH3:34])[C:21]([C:23]4[N:31]([CH2:32][CH3:33])[C:26]5=[CH:27][N:28]=[CH:29][CH:30]=[C:25]5[CH:24]=4)=[N:22][C:18]=3[CH:17]=2)=[O:15])[CH2:9]1, predict the reactants needed to synthesize it. The reactants are: C(OC(=O)[NH:7][C@@H:8]1[CH2:13][CH2:12][CH2:11][N:10]([C:14]([C:16]2[CH:36]=[CH:35][C:19]3[N:20]([CH3:34])[C:21]([C:23]4[N:31]([CH2:32][CH3:33])[C:26]5=[CH:27][N:28]=[CH:29][CH:30]=[C:25]5[CH:24]=4)=[N:22][C:18]=3[CH:17]=2)=[O:15])[CH2:9]1)(C)(C)C.C(O)(C(F)(F)F)=O. (5) Given the product [Cl:2][C:3]1[C:8]([Cl:9])=[CH:7][CH:6]=[CH:5][C:4]=1[N:10]1[CH2:15][CH2:14][N:13]([CH2:30][CH:17]([OH:16])[CH2:18][N:19]2[C:20](=[O:29])[C:21]3[C:22](=[CH:25][CH:26]=[CH:27][CH:28]=3)[C:23]2=[O:24])[CH2:12][CH2:11]1, predict the reactants needed to synthesize it. The reactants are: Cl.[Cl:2][C:3]1[C:8]([Cl:9])=[CH:7][CH:6]=[CH:5][C:4]=1[N:10]1[CH2:15][CH2:14][NH:13][CH2:12][CH2:11]1.[O:16]1[CH2:30][CH:17]1[CH2:18][N:19]1[C:23](=[O:24])[C:22]2=[CH:25][CH:26]=[CH:27][CH:28]=[C:21]2[C:20]1=[O:29].CCN(CC)CC.